From a dataset of NCI-60 drug combinations with 297,098 pairs across 59 cell lines. Regression. Given two drug SMILES strings and cell line genomic features, predict the synergy score measuring deviation from expected non-interaction effect. (1) Drug 1: CCC1=CC2CC(C3=C(CN(C2)C1)C4=CC=CC=C4N3)(C5=C(C=C6C(=C5)C78CCN9C7C(C=CC9)(C(C(C8N6C)(C(=O)OC)O)OC(=O)C)CC)OC)C(=O)OC.C(C(C(=O)O)O)(C(=O)O)O. Drug 2: CC1C(C(=O)NC(C(=O)N2CCCC2C(=O)N(CC(=O)N(C(C(=O)O1)C(C)C)C)C)C(C)C)NC(=O)C3=C4C(=C(C=C3)C)OC5=C(C(=O)C(=C(C5=N4)C(=O)NC6C(OC(=O)C(N(C(=O)CN(C(=O)C7CCCN7C(=O)C(NC6=O)C(C)C)C)C)C(C)C)C)N)C. Cell line: BT-549. Synergy scores: CSS=61.9, Synergy_ZIP=22.3, Synergy_Bliss=22.9, Synergy_Loewe=22.4, Synergy_HSA=22.8. (2) Synergy scores: CSS=0.511, Synergy_ZIP=-1.82, Synergy_Bliss=-4.96, Synergy_Loewe=-1.65, Synergy_HSA=-3.70. Drug 1: CN1C2=C(C=C(C=C2)N(CCCl)CCCl)N=C1CCCC(=O)O.Cl. Drug 2: C1CNP(=O)(OC1)N(CCCl)CCCl. Cell line: SN12C. (3) Drug 1: CN(CC1=CN=C2C(=N1)C(=NC(=N2)N)N)C3=CC=C(C=C3)C(=O)NC(CCC(=O)O)C(=O)O. Drug 2: COC1=NC(=NC2=C1N=CN2C3C(C(C(O3)CO)O)O)N. Cell line: RPMI-8226. Synergy scores: CSS=31.7, Synergy_ZIP=0.152, Synergy_Bliss=-4.91, Synergy_Loewe=-45.2, Synergy_HSA=-6.09.